This data is from Reaction yield outcomes from USPTO patents with 853,638 reactions. The task is: Predict the reaction yield, written as a fraction of the theoretical maximum amount of product (1.0 means a 100% yield; for example, 0.34 means a 34% yield). (1) The reactants are F[B-](F)(F)F.[CH3:6][O+:7]([CH3:9])C.[Br:10][C:11]1[CH:12]=[C:13]([C:17]2([CH3:26])[CH2:22][N:21]([CH3:23])[C:20](=[O:24])C(=O)[NH:18]2)[CH:14]=[CH:15][CH:16]=1. The catalyst is C(Cl)Cl. The product is [Br:10][C:11]1[CH:12]=[C:13]([C:17]2([CH3:26])[CH2:22][N:21]([CH3:23])[C:20](=[O:24])[C:6]([O:7][CH3:9])=[N:18]2)[CH:14]=[CH:15][CH:16]=1. The yield is 0.950. (2) The reactants are [Br:1][C:2]1[CH:7]=[CH:6][C:5]([S:8]([NH:11][C:12]2[CH:13]=[N:14][CH:15]=[C:16](B3OC(C)(C)C(C)(C)O3)[CH:17]=2)(=[O:10])=[O:9])=[C:4]([Cl:27])[CH:3]=1.Cl[C:29]1[CH:30]=[CH:31][C:32]2[N:33]=[CH:34][N:35]=[C:36]([O:39][CH:40]3[CH2:45][CH2:44][O:43][CH2:42][CH2:41]3)[C:37]=2[N:38]=1.C(=O)(O)[O-].[Na+]. The catalyst is O1CCOCC1.C1C=CC(P(C2C=CC=CC=2)[C-]2C=CC=C2)=CC=1.C1C=CC(P(C2C=CC=CC=2)[C-]2C=CC=C2)=CC=1.Cl[Pd]Cl.[Fe+2].C(Cl)Cl. The product is [Br:1][C:2]1[CH:7]=[CH:6][C:5]([S:8]([NH:11][C:12]2[CH:13]=[N:14][CH:15]=[C:16]([C:29]3[CH:30]=[CH:31][C:32]4[N:33]=[CH:34][N:35]=[C:36]([O:39][CH:40]5[CH2:45][CH2:44][O:43][CH2:42][CH2:41]5)[C:37]=4[N:38]=3)[CH:17]=2)(=[O:9])=[O:10])=[C:4]([Cl:27])[CH:3]=1. The yield is 0.200. (3) The reactants are [F:1][C:2]([F:13])([F:12])[C:3]1[CH:11]=[CH:10][C:6]([CH:7]=[N:8]O)=[CH:5][CH:4]=1.CO.[H][H]. The catalyst is [Pd]. The product is [F:1][C:2]([F:12])([F:13])[C:3]1[CH:11]=[CH:10][C:6]([CH2:7][NH2:8])=[CH:5][CH:4]=1. The yield is 0.876. (4) The reactants are [CH2:1]([N:8]1[C:13]2[CH:14]=[CH:15][C:16]([C:18]([O:20]C)=[O:19])=[CH:17][C:12]=2[O:11][CH2:10][C:9]1=[O:22])[C:2]1[CH:7]=[CH:6][CH:5]=[CH:4][CH:3]=1.[OH-].[Na+].Cl. The catalyst is CO. The product is [CH2:1]([N:8]1[C:13]2[CH:14]=[CH:15][C:16]([C:18]([OH:20])=[O:19])=[CH:17][C:12]=2[O:11][CH2:10][C:9]1=[O:22])[C:2]1[CH:3]=[CH:4][CH:5]=[CH:6][CH:7]=1. The yield is 0.955. (5) The reactants are Br[C:2]1[CH:3]=[C:4]([O:10][CH2:11][C:12]([F:15])([F:14])[F:13])[C:5](=[O:9])[N:6]([CH3:8])[CH:7]=1.[F:16][C:17]1[CH:44]=[C:43]([F:45])[CH:42]=[CH:41][C:18]=1[O:19][C:20]1[CH:25]=[CH:24][C:23]([CH2:26][S:27]([CH2:30][CH3:31])(=[O:29])=[O:28])=[CH:22][C:21]=1B1OC(C)(C)C(C)(C)O1.[O-]P([O-])([O-])=O.[K+].[K+].[K+]. The catalyst is O1CCOCC1.O.C1C=CC(P(C2C=CC=CC=2)[C-]2C=CC=C2)=CC=1.C1C=CC(P(C2C=CC=CC=2)[C-]2C=CC=C2)=CC=1.Cl[Pd]Cl.[Fe+2]. The product is [F:16][C:17]1[CH:44]=[C:43]([F:45])[CH:42]=[CH:41][C:18]=1[O:19][C:20]1[CH:25]=[CH:24][C:23]([CH2:26][S:27]([CH2:30][CH3:31])(=[O:29])=[O:28])=[CH:22][C:21]=1[C:2]1[CH:3]=[C:4]([O:10][CH2:11][C:12]([F:15])([F:14])[F:13])[C:5](=[O:9])[N:6]([CH3:8])[CH:7]=1. The yield is 0.220. (6) The reactants are [F:1][C:2]1[CH:7]=[C:6]([CH3:8])[CH:5]=[CH:4][C:3]=1[NH:9][C:10]1[C:19]2[C:14](=[CH:15][C:16]([O:26][CH3:27])=[C:17]([C:20]3[CH2:21][CH2:22][NH:23][CH2:24][CH:25]=3)[CH:18]=2)[N:13]=[N:12][C:11]=1[C:28]#[N:29].[CH3:30][C:31]([CH3:33])=O.C(O)(=O)C.C(O[BH-](OC(=O)C)OC(=O)C)(=O)C.[Na+]. The catalyst is ClC(Cl)C. The product is [F:1][C:2]1[CH:7]=[C:6]([CH3:8])[CH:5]=[CH:4][C:3]=1[NH:9][C:10]1[C:19]2[C:14](=[CH:15][C:16]([O:26][CH3:27])=[C:17]([C:20]3[CH2:21][CH2:22][N:23]([CH:31]([CH3:33])[CH3:30])[CH2:24][CH:25]=3)[CH:18]=2)[N:13]=[N:12][C:11]=1[C:28]#[N:29]. The yield is 0.500. (7) The reactants are [Cl:1][C:2]1[C:3]([CH3:39])=[C:4]([C:17]2[CH:22]=[CH:21][CH:20]=[C:19]([CH2:23][O:24][C:25]3[CH:38]=[CH:37][C:28]4[C@H:29]([CH2:32][C:33]([O:35]C)=[O:34])[CH2:30][O:31][C:27]=4[CH:26]=3)[CH:18]=2)[C:5]([CH3:16])=[CH:6][C:7]=1[O:8][CH2:9][CH2:10][CH2:11][S:12]([CH3:15])(=[O:14])=[O:13].CO.[OH-].[Na+].Cl. The catalyst is O.O1CCCC1. The product is [Cl:1][C:2]1[C:3]([CH3:39])=[C:4]([C:17]2[CH:22]=[CH:21][CH:20]=[C:19]([CH2:23][O:24][C:25]3[CH:38]=[CH:37][C:28]4[C@H:29]([CH2:32][C:33]([OH:35])=[O:34])[CH2:30][O:31][C:27]=4[CH:26]=3)[CH:18]=2)[C:5]([CH3:16])=[CH:6][C:7]=1[O:8][CH2:9][CH2:10][CH2:11][S:12]([CH3:15])(=[O:13])=[O:14]. The yield is 0.630. (8) The reactants are [Br:1]N1C(=O)CCC1=O.[F:9][C:10]1[C:33]([NH:34][S:35]([CH2:38][CH2:39][CH3:40])(=[O:37])=[O:36])=[CH:32][CH:31]=[C:30]([F:41])[C:11]=1[C:12]([NH:14][C:15]1[CH:16]=[C:17]2[CH:23]=[C:22]([C:24]3[CH:29]=[CH:28][CH:27]=[CH:26][CH:25]=3)[NH:21][C:18]2=[N:19][CH:20]=1)=[O:13]. The catalyst is C(Cl)(Cl)Cl. The product is [Br:1][C:23]1[C:17]2[C:18](=[N:19][CH:20]=[C:15]([NH:14][C:12](=[O:13])[C:11]3[C:30]([F:41])=[CH:31][CH:32]=[C:33]([NH:34][S:35]([CH2:38][CH2:39][CH3:40])(=[O:37])=[O:36])[C:10]=3[F:9])[CH:16]=2)[NH:21][C:22]=1[C:24]1[CH:25]=[CH:26][CH:27]=[CH:28][CH:29]=1. The yield is 0.690.